From a dataset of Catalyst prediction with 721,799 reactions and 888 catalyst types from USPTO. Predict which catalyst facilitates the given reaction. (1) Reactant: Cl.[Cl:2][C:3]1[CH:8]=[C:7]([Cl:9])[CH:6]=[CH:5][C:4]=1[NH:10][NH2:11].[Cl:12][C:13]1[CH:18]=[CH:17][C:16]([C:19](=O)[CH:20]([S:28][CH3:29])[C:21](=O)[C:22]([O:24][CH2:25][CH3:26])=[O:23])=[CH:15][CH:14]=1. Product: [Cl:12][C:13]1[CH:18]=[CH:17][C:16]([C:19]2[N:10]([C:4]3[CH:5]=[CH:6][C:7]([Cl:9])=[CH:8][C:3]=3[Cl:2])[N:11]=[C:21]([C:22]([O:24][CH2:25][CH3:26])=[O:23])[C:20]=2[S:28][CH3:29])=[CH:15][CH:14]=1. The catalyst class is: 8. (2) Reactant: FC1C=CC(C(C2C=CC=C3C=2C=CC=C3[C:18]2[C:30]3[C:29]4[C:24](=[CH:25][C:26](C(N5CCN(C)CC5)=O)=[CH:27][CH:28]=4)[NH:23][C:22]=3[C:21]([C:40]([NH2:42])=[O:41])=[CH:20][CH:19]=2)=O)=CC=1.[BH4-].[Na+]. Product: [C:21]1([C:40]([NH2:42])=[O:41])[C:22]2[NH:23][C:24]3[C:29](=[CH:28][CH:27]=[CH:26][CH:25]=3)[C:30]=2[CH:18]=[CH:19][CH:20]=1. The catalyst class is: 361.